Dataset: Reaction yield outcomes from USPTO patents with 853,638 reactions. Task: Predict the reaction yield, written as a fraction of the theoretical maximum amount of product (1.0 means a 100% yield; for example, 0.34 means a 34% yield). (1) The reactants are Br[C:2]1[CH:7]=[CH:6][C:5]([OH:8])=[C:4]([Cl:9])[CH:3]=1.[Li]CCCC.[B:15](OC(C)C)([O:20]C(C)C)[O:16]C(C)C.C(=O)=O.CC(C)=O. No catalyst specified. The product is [Cl:9][C:4]1[CH:3]=[C:2]([B:15]([OH:20])[OH:16])[CH:7]=[CH:6][C:5]=1[OH:8]. The yield is 0.270. (2) The reactants are [N:1]1C=CC=CC=1.[Cl:7][C:8](Cl)([O:10]C(=O)OC(Cl)(Cl)Cl)Cl.[CH3:19][C@H:20]1[CH2:25][O:24][CH2:23][CH2:22][NH:21]1. The catalyst is C(Cl)Cl. The product is [CH3:19][C@H:20]1[CH2:25][O:24][CH2:23][CH2:22][NH:21]1.[C:8]([Cl:7])(=[O:10])[NH2:1]. The yield is 0.770. (3) The reactants are [CH2:1]([O:3][C:4]([C:6]1[C:10]2[CH2:11][CH2:12][C:13]3[C:18]([C:9]=2[N:8]([CH3:20])[C:7]=1C(O)=O)=[N:17][C:16]([NH2:19])=[N:15][CH:14]=3)=[O:5])[CH3:2].C([O-])(O)=O.[Na+].[I:29]I.[I-].[K+]. The catalyst is C(Cl)Cl.O. The product is [CH2:1]([O:3][C:4]([C:6]1[C:10]2[CH2:11][CH2:12][C:13]3[C:18]([C:9]=2[N:8]([CH3:20])[C:7]=1[I:29])=[N:17][C:16]([NH2:19])=[N:15][CH:14]=3)=[O:5])[CH3:2]. The yield is 0.300. (4) The reactants are [CH3:1][N:2]([C:13]1[CH:24]=[C:23]2[C:25]3[CH:19]([CH2:20][CH2:21][CH2:22]2)[CH2:18][CH2:17][CH2:16][C:15]=3[CH:14]=1)[C:3]1[CH:12]=[CH:11][C:6]([C:7]([O:9]C)=[O:8])=[CH:5][CH:4]=1.[OH-].[Na+].Cl. The catalyst is C(O)C. The product is [CH3:1][N:2]([C:13]1[CH:24]=[C:23]2[C:25]3[CH:19]([CH2:20][CH2:21][CH2:22]2)[CH2:18][CH2:17][CH2:16][C:15]=3[CH:14]=1)[C:3]1[CH:4]=[CH:5][C:6]([C:7]([OH:9])=[O:8])=[CH:11][CH:12]=1. The yield is 0.870.